This data is from Catalyst prediction with 721,799 reactions and 888 catalyst types from USPTO. The task is: Predict which catalyst facilitates the given reaction. (1) Reactant: [CH2:1]([O:3][C:4](=[O:24])[C:5](=[CH:11][CH:12]([C:16]1[C:21]([CH3:22])=[C:20]([Cl:23])[CH:19]=[CH:18][N:17]=1)[CH:13]1[CH2:15][CH2:14]1)[C:6](OCC)=[O:7])[CH3:2]. Product: [Cl:23][C:20]1[CH:19]=[CH:18][N:17]2[C:16]([C:21]=1[CH3:22])=[C:12]([CH:13]1[CH2:15][CH2:14]1)[CH:11]=[C:5]([C:4]([O:3][CH2:1][CH3:2])=[O:24])[C:6]2=[O:7]. The catalyst class is: 736. (2) Reactant: [NH2:1][CH:2]([C:5]1[N:10]([CH2:11][C:12]2[CH:17]=[CH:16][CH:15]=[CH:14][CH:13]=2)[C:9](=[O:18])[C:8]2=[CH:19][CH:20]=[CH:21][N:7]2[N:6]=1)[CH2:3][CH3:4].[C:22]([O:26][C:27](=[O:33])[NH:28][CH2:29][CH2:30][CH:31]=O)([CH3:25])([CH3:24])[CH3:23].[BH-](OC(C)=O)(OC(C)=O)OC(C)=O.[Na+]. Product: [C:22]([O:26][C:27](=[O:33])[NH:28][CH2:29][CH2:30][CH2:31][NH:1][CH:2]([C:5]1[N:10]([CH2:11][C:12]2[CH:13]=[CH:14][CH:15]=[CH:16][CH:17]=2)[C:9](=[O:18])[C:8]2=[CH:19][CH:20]=[CH:21][N:7]2[N:6]=1)[CH2:3][CH3:4])([CH3:25])([CH3:24])[CH3:23]. The catalyst class is: 5.